This data is from Reaction yield outcomes from USPTO patents with 853,638 reactions. The task is: Predict the reaction yield, written as a fraction of the theoretical maximum amount of product (1.0 means a 100% yield; for example, 0.34 means a 34% yield). (1) The catalyst is ClCCl. The product is [CH3:27][C:19]1[C:18]([CH:17]([S:14]([CH2:13][CH2:12][C:11]([F:40])([F:10])[CH2:37][CH2:38][F:7])(=[O:15])=[O:16])[C:28]2[C:33]([F:34])=[CH:32][CH:31]=[C:30]([F:35])[C:29]=2[F:36])=[CH:23][N:22]=[C:21]([C:24]([NH2:26])=[O:25])[CH:20]=1. The yield is 0.0700. The reactants are C(N(S(F)(F)[F:7])CC)C.[F:10][C:11]([F:40])([CH2:37][CH2:38]O)[CH2:12][CH2:13][S:14]([CH:17]([C:28]1[C:33]([F:34])=[CH:32][CH:31]=[C:30]([F:35])[C:29]=1[F:36])[C:18]1[C:19]([CH3:27])=[CH:20][C:21]([C:24]([NH2:26])=[O:25])=[N:22][CH:23]=1)(=[O:16])=[O:15]. (2) The reactants are [CH3:1][C:2]1[C:3]([NH:8][CH2:9][CH:10]2[CH2:15][CH2:14][NH:13][CH2:12][CH2:11]2)=[N:4][CH:5]=[N:6][CH:7]=1.O=C1CCC(=O)N1[O:23][C:24](=O)[O:25][CH2:26][C:27]1[CH:32]=[CH:31][CH:30]=[CH:29][CH:28]=1. The catalyst is CN(C=O)C. The product is [CH2:26]([O:25][C:24]([N:13]1[CH2:14][CH2:15][CH:10]([CH2:9][NH:8][C:3]2[C:2]([CH3:1])=[CH:7][N:6]=[CH:5][N:4]=2)[CH2:11][CH2:12]1)=[O:23])[C:27]1[CH:32]=[CH:31][CH:30]=[CH:29][CH:28]=1. The yield is 0.580.